Dataset: Reaction yield outcomes from USPTO patents with 853,638 reactions. Task: Predict the reaction yield, written as a fraction of the theoretical maximum amount of product (1.0 means a 100% yield; for example, 0.34 means a 34% yield). (1) The reactants are S(=O)(=O)(O)O.[C:6]1([NH:12]N)[CH:11]=[CH:10][CH:9]=[CH:8][CH:7]=1.[C:14]1(=O)[CH2:18][CH2:17][CH2:16][CH2:15]1. The catalyst is O. The product is [CH2:16]1[C:15]2[C:7]3[CH:8]=[CH:9][CH:10]=[CH:11][C:6]=3[NH:12][C:14]=2[CH2:18][CH2:17]1. The yield is 0.800. (2) The reactants are [C:1]([C:5]1[CH:40]=[CH:39][C:8]([CH2:9][N:10]2[C:14](=[O:15])[N:13]([CH2:16][CH3:17])[C:12]([CH2:18][CH2:19][CH2:20][C:21]3[CH:22]=[C:23]([C:27]4[CH:32]=[CH:31][C:30]([CH2:33][C:34]([O:36]C)=[O:35])=[C:29]([OH:38])[CH:28]=4)[CH:24]=[CH:25][CH:26]=3)=[N:11]2)=[CH:7][CH:6]=1)([CH3:4])([CH3:3])[CH3:2].[Li+].[OH-]. The catalyst is C1COCC1.CO. The product is [C:1]([C:5]1[CH:6]=[CH:7][C:8]([CH2:9][N:10]2[C:14](=[O:15])[N:13]([CH2:16][CH3:17])[C:12]([CH2:18][CH2:19][CH2:20][C:21]3[CH:22]=[C:23]([C:27]4[CH:32]=[CH:31][C:30]([CH2:33][C:34]([OH:36])=[O:35])=[C:29]([OH:38])[CH:28]=4)[CH:24]=[CH:25][CH:26]=3)=[N:11]2)=[CH:39][CH:40]=1)([CH3:2])([CH3:3])[CH3:4]. The yield is 0.660. (3) The reactants are [Br:1][C:2]1[CH:3]=[C:4]([OH:13])[CH:5]=[CH:6][C:7]=1[O:8][C:9]([F:12])([F:11])[F:10].[CH2:14](I)[CH3:15].C(=O)([O-])[O-].[K+].[K+]. The catalyst is CC(C)=O. The product is [Br:1][C:2]1[CH:3]=[C:4]([O:13][CH2:14][CH3:15])[CH:5]=[CH:6][C:7]=1[O:8][C:9]([F:11])([F:12])[F:10]. The yield is 0.800. (4) The reactants are [NH2:1][C@@H:2]([CH2:7][OH:8])[CH2:3][CH:4]([CH3:6])[CH3:5].CCN(CC)CC.[CH3:16][C:17]([O:20][C:21](O[C:21]([O:20][C:17]([CH3:19])([CH3:18])[CH3:16])=[O:22])=[O:22])([CH3:19])[CH3:18]. The catalyst is CN(C1C=CN=CC=1)C.C1COCC1. The product is [C:17]([O:20][C:21](=[O:22])[NH:1][CH:2]([CH2:7][OH:8])[CH2:3][CH:4]([CH3:6])[CH3:5])([CH3:19])([CH3:18])[CH3:16]. The yield is 0.530. (5) The reactants are [CH3:1][C:2]1[C:10]2[O:9][N:8]=[C:7]([OH:11])[C:6]=2[CH:5]=[CH:4][CH:3]=1.[C:12](Cl)([C:25]1[CH:30]=[CH:29][CH:28]=[CH:27][CH:26]=1)([C:19]1[CH:24]=[CH:23][CH:22]=[CH:21][CH:20]=1)[C:13]1[CH:18]=[CH:17][CH:16]=[CH:15][CH:14]=1.N1C=CC=CC=1. The catalyst is C(Cl)Cl.O. The product is [CH3:1][C:2]1[C:10]2[O:9][N:8]=[C:7]([O:11][C:12]([C:13]3[CH:18]=[CH:17][CH:16]=[CH:15][CH:14]=3)([C:25]3[CH:26]=[CH:27][CH:28]=[CH:29][CH:30]=3)[C:19]3[CH:20]=[CH:21][CH:22]=[CH:23][CH:24]=3)[C:6]=2[CH:5]=[CH:4][CH:3]=1. The yield is 0.741. (6) The reactants are [N:1]1([CH2:7][C@@H:8]([OH:11])[CH2:9][OH:10])[CH2:6][CH2:5][O:4][CH2:3][CH2:2]1.[S:12](Cl)([Cl:14])=[O:13]. The catalyst is C(Cl)Cl. The product is [ClH:14].[O:13]=[S:12]1[O:11][C@H:8]([CH2:7][N:1]2[CH2:6][CH2:5][O:4][CH2:3][CH2:2]2)[CH2:9][O:10]1. The yield is 1.04. (7) The reactants are C([NH:4][C:5]1(C(OCC)=O)[CH2:14][C:13]2[C:8](=[CH:9][CH:10]=[CH:11][CH:12]=2)[NH:7][C:6]1=[O:15])(=O)C. The catalyst is Cl. The product is [NH2:4][CH:5]1[CH2:14][C:13]2[C:8](=[CH:9][CH:10]=[CH:11][CH:12]=2)[NH:7][C:6]1=[O:15]. The yield is 0.720. (8) The reactants are COC1C=CC(CN(CC2C=CC(OC)=CC=2)C2N=CC(C3C4CCNC=4N=C(N4CCOCC4)N=3)=CN=2)=CC=1.C(Cl)(=O)C1C=CC=CC=1.COC1C=CC(C[N:57](CC2C=CC(OC)=CC=2)[C:58]2[N:63]=[CH:62][C:61]([C:64]3[C:65]4[CH2:78][CH2:77][N:76]([C:79]([C:81]5[CH:86]=[CH:85][CH:84]=[CH:83][CH:82]=5)=[O:80])[C:66]=4[N:67]=[C:68]([N:70]4[CH2:75][CH2:74][O:73][CH2:72][CH2:71]4)[N:69]=3)=[CH:60][N:59]=2)=CC=1. No catalyst specified. The product is [NH2:57][C:58]1[N:63]=[CH:62][C:61]([C:64]2[C:65]3[CH2:78][CH2:77][N:76]([C:79]([C:81]4[CH:86]=[CH:85][CH:84]=[CH:83][CH:82]=4)=[O:80])[C:66]=3[N:67]=[C:68]([N:70]3[CH2:75][CH2:74][O:73][CH2:72][CH2:71]3)[N:69]=2)=[CH:60][N:59]=1. The yield is 0.200.